From a dataset of Drug-target binding data from BindingDB using IC50 measurements. Regression. Given a target protein amino acid sequence and a drug SMILES string, predict the binding affinity score between them. We predict pIC50 (pIC50 = -log10(IC50 in M); higher means more potent). Dataset: bindingdb_ic50. (1) The pIC50 is 9.7. The target protein (P03470) has sequence MNPNQKIITIGSICMVVGIISLILQIGNIISIWISHSIQTGNQNHTGICNQGIITYNVVAGQDSTSVILTGNSSLCPIRGWAIHSKDNGIRIGSKGDVFVIREPFISCSHLECRTFFLTQGALLNDKHSNGTVKDRSPYRALMSCPVGEAPSPYNSRFESVAWSASACHDGMGWLTIGISGPDNGAVAVLKYNGIITETIKSWRKKILRTQESECTCVNGSCFTIMTDGPSNGLASYKIFKIEKGKVTKSIELNAPNSHYEECSCYPDTGKVMCVCRDNWHGSNRPWVSFDQNLDYQIGYICSGVFGDNPRPKDGPGSCGPVSADGANGVKGFSYRYGNGVWIGRTKSDSSRHGFEMIWDPNGWTETDSRFSVRQDVVAMTDRSGYSGSFVQHPELTGLDCMRPCFWVELIRGRPEEETIWTSGSIISFCGVNSDTVDWSWPDGAELPFTIDK. The compound is CCC(CC)O[C@@H]1C=C(P(=O)(O)O)C[C@H](N=C(N)N)[C@H]1NC(C)=O. (2) The small molecule is CN(Cc1ccc(F)cc1)C(=O)[C@@H](NC(=O)c1ccc2nc(NC(=O)c3ccccc3-c3ccc(C(C)(C)CO)cc3)ccc2c1)c1ccccc1. The target protein (P55157) has sequence MILLAVLFLCFISSYSASVKGHTTGLSLNNDRLYKLTYSTEVLLDRGKGKLQDSVGYRISSNVDVALLWRNPDGDDDQLIQITMKDVNVENVNQQRGEKSIFKGKSPSKIMGKENLEALQRPTLLHLIHGKVKEFYSYQNEAVAIENIKRGLASLFQTQLSSGTTNEVDISGNCKVTYQAHQDKVIKIKALDSCKIARSGFTTPNQVLGVSSKATSVTTYKIEDSFVIAVLAEETHNFGLNFLQTIKGKIVSKQKLELKTTEAGPRLMSGKQAAAIIKAVDSKYTAIPIVGQVFQSHCKGCPSLSELWRSTRKYLQPDNLSKAEAVRNFLAFIQHLRTAKKEEILQILKMENKEVLPQLVDAVTSAQTSDSLEAILDFLDFKSDSSIILQERFLYACGFASHPNEELLRALISKFKGSIGSSDIRETVMIITGTLVRKLCQNEGCKLKAVVEAKKLILGGLEKAEKKEDTRMYLLALKNALLPEGIPSLLKYAEAGEGPI.... The pIC50 is 7.6.